From a dataset of Forward reaction prediction with 1.9M reactions from USPTO patents (1976-2016). Predict the product of the given reaction. (1) Given the reactants [Li+].[BH4-].[C:3]([C:5]1[CH:10]=[CH:9][C:8]([CH2:11][C:12](OCC)=[O:13])=[CH:7][C:6]=1[O:17][CH3:18])#[N:4].O, predict the reaction product. The product is: [OH:13][CH2:12][CH2:11][C:8]1[CH:9]=[CH:10][C:5]([C:3]#[N:4])=[C:6]([O:17][CH3:18])[CH:7]=1. (2) Given the reactants [F:1][C:2]1[C:7]([F:8])=[CH:6][CH:5]=[CH:4][C:3]=1[C:9]1[N:17]=[C:12]2[CH:13]=[N:14][NH:15][CH:16]=[C:11]2[N:10]=1.C([O-])([O-])=O.[K+].[K+].Br[CH:25]([C:31]1[O:35][N:34]=[C:33]([C:36]2[CH:41]=[CH:40][C:39]([O:42][CH2:43][CH2:44][CH3:45])=[CH:38][C:37]=2[C:46]([F:49])([F:48])[F:47])[CH:32]=1)[C:26]([O:28][CH2:29][CH3:30])=[O:27], predict the reaction product. The product is: [F:1][C:2]1[C:7]([F:8])=[CH:6][CH:5]=[CH:4][C:3]=1[C:9]1[N:17]=[C:12]2[CH:13]=[N:14][N:15]([CH:25]([C:31]3[O:35][N:34]=[C:33]([C:36]4[CH:41]=[CH:40][C:39]([O:42][CH2:43][CH2:44][CH3:45])=[CH:38][C:37]=4[C:46]([F:48])([F:49])[F:47])[CH:32]=3)[C:26]([O:28][CH2:29][CH3:30])=[O:27])[CH:16]=[C:11]2[N:10]=1. (3) The product is: [OH:10][C:9]1[C:4]([N+:1]([O-:3])=[O:2])=[C:5]([OH:11])[CH:6]=[CH:7][C:8]=1[C:16](=[O:18])[CH3:17]. Given the reactants [N+:1]([C:4]1[C:9]([OH:10])=[CH:8][CH:7]=[CH:6][C:5]=1[OH:11])([O-:3])=[O:2].[Cl-].[Al+3].[Cl-].[Cl-].[C:16](OC(=O)C)(=[O:18])[CH3:17], predict the reaction product. (4) Given the reactants [F:1][C:2]([F:28])([CH2:21][C:22]1[CH:27]=[CH:26][CH:25]=[CH:24][CH:23]=1)[CH2:3][C@H:4]([NH:8][C@@H:9]([C:14]1[CH:19]=[CH:18][C:17]([F:20])=[CH:16][CH:15]=1)[C:10]([F:13])([F:12])[F:11])[C:5]([OH:7])=O.C(O)(=O)CCCC.Cl.[NH2:37][C:38]1([C:41]#[N:42])[CH2:40][CH2:39]1.CN(C(ON1N=NC2C=CC=NC1=2)=[N+](C)C)C.F[P-](F)(F)(F)(F)F.CN1CCOCC1.[Cl-].[NH4+], predict the reaction product. The product is: [C:41]([C:38]1([NH:37][C:5](=[O:7])[C@@H:4]([NH:8][C@@H:9]([C:14]2[CH:19]=[CH:18][C:17]([F:20])=[CH:16][CH:15]=2)[C:10]([F:11])([F:13])[F:12])[CH2:3][C:2]([F:28])([F:1])[CH2:21][C:22]2[CH:23]=[CH:24][CH:25]=[CH:26][CH:27]=2)[CH2:40][CH2:39]1)#[N:42]. (5) The product is: [O:1]([C:8]1[CH:9]=[CH:10][C:11]([C:12]([NH:17][C:18]2[CH:23]=[CH:22][C:21]([P:24](=[O:31])([O:25][CH2:26][CH3:27])[O:28][CH2:29][CH3:30])=[CH:20][CH:19]=2)=[O:14])=[CH:15][CH:16]=1)[C:2]1[CH:3]=[CH:4][CH:5]=[CH:6][CH:7]=1. Given the reactants [O:1]([C:8]1[CH:16]=[CH:15][C:11]([C:12]([OH:14])=O)=[CH:10][CH:9]=1)[C:2]1[CH:7]=[CH:6][CH:5]=[CH:4][CH:3]=1.[NH2:17][C:18]1[CH:23]=[CH:22][C:21]([P:24](=[O:31])([O:28][CH2:29][CH3:30])[O:25][CH2:26][CH3:27])=[CH:20][CH:19]=1.C(Cl)CCl.C(Cl)Cl.CO, predict the reaction product. (6) Given the reactants [OH:1][C:2]1[CH:3]=[CH:4][C:5]([C:8]([NH:10][C:11]2[CH:12]=[CH:13][C:14]3[O:44][C@@H:43]([CH3:45])[CH2:42][C@H:18]4[S:19](=[O:41])(=[O:40])[C:20]([CH3:39])([CH3:38])[C:21]([N:23]([C:31]([O:33][C:34]([CH3:37])([CH3:36])[CH3:35])=[O:32])[C:24](=[O:30])[O:25][C:26]([CH3:29])([CH3:28])[CH3:27])=[N:22][C@:17]4([CH3:46])[C:15]=3[CH:16]=2)=[O:9])=[N:6][CH:7]=1.[O:47]1[CH:51]=[CH:50][N:49]=[C:48]1[CH2:52]O.C1(P(C2C=CC=CC=2)C2C=CC=CC=2)C=CC=CC=1.N(C(OC(C)C)=O)=NC(OC(C)C)=O, predict the reaction product. The product is: [CH3:38][C:20]1([CH3:39])[S:19](=[O:41])(=[O:40])[C@@H:18]2[CH2:42][C@H:43]([CH3:45])[O:44][C:14]3[CH:13]=[CH:12][C:11]([NH:10][C:8]([C:5]4[CH:4]=[CH:3][C:2]([O:1][CH2:52][C:48]5[O:47][CH:51]=[CH:50][N:49]=5)=[CH:7][N:6]=4)=[O:9])=[CH:16][C:15]=3[C@@:17]2([CH3:46])[N:22]=[C:21]1[N:23]([C:24]([O:25][C:26]([CH3:29])([CH3:27])[CH3:28])=[O:30])[C:31](=[O:32])[O:33][C:34]([CH3:35])([CH3:36])[CH3:37]. (7) Given the reactants [C:1]([O:4][C:5]12[CH2:9][C:7]([NH2:10])([CH2:8]1)[CH2:6]2)(=[O:3])[CH3:2].[C:11](Cl)(=[O:13])[CH3:12], predict the reaction product. The product is: [C:1]([O:4][C:5]12[CH2:9][C:7]([NH:10][C:11](=[O:13])[CH3:12])([CH2:8]1)[CH2:6]2)(=[O:3])[CH3:2].